From a dataset of Catalyst prediction with 721,799 reactions and 888 catalyst types from USPTO. Predict which catalyst facilitates the given reaction. Reactant: Cl[C:2]1[C:7]2[CH:8]=[C:9]([CH3:11])[S:10][C:6]=2[C:5]([C:12]#[N:13])=[CH:4][N:3]=1.C(=O)([O-])[O-].[K+].[K+].[NH2:20][C@H:21]1[CH2:26][CH2:25][CH2:24][N:23]([C:27]([O:29][C:30]([CH3:33])([CH3:32])[CH3:31])=[O:28])[CH2:22]1.O. Product: [C:12]([C:5]1[C:6]2[S:10][C:9]([CH3:11])=[CH:8][C:7]=2[C:2]([NH:20][C@H:21]2[CH2:26][CH2:25][CH2:24][N:23]([C:27]([O:29][C:30]([CH3:33])([CH3:32])[CH3:31])=[O:28])[CH2:22]2)=[N:3][CH:4]=1)#[N:13]. The catalyst class is: 37.